This data is from Reaction yield outcomes from USPTO patents with 853,638 reactions. The task is: Predict the reaction yield, written as a fraction of the theoretical maximum amount of product (1.0 means a 100% yield; for example, 0.34 means a 34% yield). (1) The reactants are [Cl-].[Al+3].[Cl-].[Cl-].C(N(CCCC)CCCC)CCC.C[O:19][C:20]1[CH:21]=[C:22](/[CH:28]=[CH:29]/[C:30]2[CH:35]=[CH:34][C:33]([O:36]C)=[CH:32][CH:31]=2)[CH:23]=[C:24]([O:26]C)[CH:25]=1. No catalyst specified. The product is [C:22]1(/[CH:28]=[CH:29]/[C:30]2[CH:35]=[CH:34][C:33]([OH:36])=[CH:32][CH:31]=2)[CH:23]=[C:24]([OH:26])[CH:25]=[C:20]([OH:19])[CH:21]=1. The yield is 0.750. (2) The reactants are [F:1][C:2]1[CH:3]=[C:4]2[C:9](=[CH:10][CH:11]=1)[CH:8]=[C:7]([C:12]1[CH2:17][CH2:16][NH:15][CH2:14][CH:13]=1)[CH:6]=[CH:5]2.[O:18]1[CH2:20][C@H:19]1[CH2:21][O:22][C:23]1[C:31]2[CH:30]=[CH:29][O:28][C:27]=2[CH:26]=[CH:25][CH:24]=1. The catalyst is CO. The product is [O:28]1[CH:29]=[CH:30][C:31]2[C:23]([O:22][CH2:21][C@@H:19]([OH:18])[CH2:20][N:15]3[CH2:16][CH2:17][C:12]([C:7]4[CH:6]=[CH:5][C:4]5[C:9](=[CH:10][CH:11]=[C:2]([F:1])[CH:3]=5)[CH:8]=4)=[CH:13][CH2:14]3)=[CH:24][CH:25]=[CH:26][C:27]1=2. The yield is 0.380. (3) The catalyst is C1COCC1.O. The yield is 1.00. The reactants are [CH:1]1([OH:6])[CH2:5][CH2:4][CH2:3][CH2:2]1.[H-].[Na+].Br[C:10]1[N:18]([CH2:19][C:20]2[CH:25]=[CH:24][C:23]([Cl:26])=[CH:22][CH:21]=2)[C:17]2[C:16](=[O:27])[N:15]([CH2:28][CH2:29][CH2:30][O:31][Si:32]([C:35]([CH3:38])([CH3:37])[CH3:36])([CH3:34])[CH3:33])[C:14](=[O:39])[N:13]([CH3:40])[C:12]=2[N:11]=1. The product is [Si:32]([O:31][CH2:30][CH2:29][CH2:28][N:15]1[C:16](=[O:27])[C:17]2[N:18]([CH2:19][C:20]3[CH:21]=[CH:22][C:23]([Cl:26])=[CH:24][CH:25]=3)[C:10]([O:6][CH:1]3[CH2:5][CH2:4][CH2:3][CH2:2]3)=[N:11][C:12]=2[N:13]([CH3:40])[C:14]1=[O:39])([C:35]([CH3:36])([CH3:37])[CH3:38])([CH3:33])[CH3:34]. (4) The reactants are [C:1]([C:5]1[CH:10]=[CH:9][C:8]([CH2:11][C:12]#[N:13])=[CH:7][CH:6]=1)([CH3:4])([CH3:3])[CH3:2].C([O:16][C:17]([C:19]1[N:23]([CH3:24])[N:22]=[C:21]([CH3:25])[C:20]=1[CH3:26])=O)C.C(OCCOCCO)CCC.CO.C[O-].[Na+]. The catalyst is O.CCCCCCC. The product is [O:16]=[C:17]([C:19]1[N:23]([CH3:24])[N:22]=[C:21]([CH3:25])[C:20]=1[CH3:26])[CH:11]([C:8]1[CH:7]=[CH:6][C:5]([C:1]([CH3:4])([CH3:2])[CH3:3])=[CH:10][CH:9]=1)[C:12]#[N:13]. The yield is 0.851. (5) The reactants are [CH3:1][C:2]1[CH:7]=[C:6]([B:8]2[O:12][C:11]([CH3:14])([CH3:13])[C:10]([CH3:16])([CH3:15])[O:9]2)[CH:5]=[C:4]([NH2:17])[C:3]=1[NH2:18].[N:19]#[C:20]Br. The catalyst is CO. The product is [CH3:1][C:2]1[C:3]2[NH:18][C:20]([NH2:19])=[N:17][C:4]=2[CH:5]=[C:6]([B:8]2[O:12][C:11]([CH3:14])([CH3:13])[C:10]([CH3:16])([CH3:15])[O:9]2)[CH:7]=1. The yield is 1.00.